Dataset: Forward reaction prediction with 1.9M reactions from USPTO patents (1976-2016). Task: Predict the product of the given reaction. (1) Given the reactants [OH:1][C:2]1[C:7]2[C@@:8]3([OH:45])[C@@:21]([O:25][CH3:26])([C@H:22]([OH:24])[CH2:23][C:6]=2[CH:5]=[C:4]([CH3:46])[C:3]=1[C:47]([O:49][CH3:50])=[O:48])[C:20](=[O:27])[C:19]1[C:10](=[CH:11][C:12]2[C:13](=[O:43])[C:14]([NH:30][C@@H:31]4[C@H:36]([O:37][CH3:38])[C@H:35]([OH:39])[C@@H:34]([O:40][CH3:41])[C@H:33]([CH3:42])[O:32]4)=[CH:15][C:16](=[O:29])[C:17]=2[C:18]=1[OH:28])[C:9]3=[O:44].C(=O)([O-])[O-].[K+].[K+].Br[CH2:58][C:59]([N:61]1[CH2:66][CH2:65][CH2:64][CH2:63][CH2:62]1)=[O:60], predict the reaction product. The product is: [OH:24][C@H:22]1[C@:21]2([O:25][CH3:26])[C@@:8]([OH:45])([C:9](=[O:44])[C:10]3[C:19]([C:20]2=[O:27])=[C:18]([OH:28])[C:17]2[C:16](=[O:29])[CH:15]=[C:14]([NH:30][C@@H:31]4[C@H:36]([O:37][CH3:38])[C@H:35]([OH:39])[C@@H:34]([O:40][CH3:41])[C@H:33]([CH3:42])[O:32]4)[C:13](=[O:43])[C:12]=2[CH:11]=3)[C:7]2[C:2]([O:1][CH2:58][C:59](=[O:60])[N:61]3[CH2:66][CH2:65][CH2:64][CH2:63][CH2:62]3)=[C:3]([C:47]([O:49][CH3:50])=[O:48])[C:4]([CH3:46])=[CH:5][C:6]=2[CH2:23]1. (2) The product is: [Cl:23][C:20]1[CH:21]=[CH:22][C:17]([N:12]2[C:13]3[C:9](=[CH:8][C:7]([O:6][CH2:5][CH2:4][CH2:3][CH2:2][N:25]([CH3:24])[CH2:26][CH2:27][OH:28])=[C:15]([F:16])[CH:14]=3)[CH:10]=[CH:11]2)=[CH:18][CH:19]=1. Given the reactants Br[CH2:2][CH2:3][CH2:4][CH2:5][O:6][C:7]1[CH:8]=[C:9]2[C:13](=[CH:14][C:15]=1[F:16])[N:12]([C:17]1[CH:22]=[CH:21][C:20]([Cl:23])=[CH:19][CH:18]=1)[CH:11]=[CH:10]2.[CH3:24][NH:25][CH2:26][CH2:27][OH:28], predict the reaction product. (3) Given the reactants C([O:5]O)(C)(C)C.C([Li])CCC.[CH:12]1([NH:15][C:16](=[O:22])/[CH:17]=[CH:18]/[CH2:19][CH2:20][CH3:21])[CH2:14][CH2:13]1.S(S([O-])=O)([O-])=O.[Na+].[Na+], predict the reaction product. The product is: [CH:12]1([NH:15][C:16]([CH:17]2[CH:18]([CH2:19][CH2:20][CH3:21])[O:5]2)=[O:22])[CH2:14][CH2:13]1. (4) Given the reactants [NH2:1][C:2]1[S:3][CH:4]=[CH:5][CH:6]=1.[N+:7]([C:10]1[CH:15]=[CH:14][CH:13]=[CH:12][C:11]=1F)([O-:9])=[O:8], predict the reaction product. The product is: [N+:7]([C:10]1[CH:15]=[CH:14][CH:13]=[CH:12][C:11]=1[NH:1][C:2]1[S:3][CH:4]=[CH:5][CH:6]=1)([O-:9])=[O:8]. (5) Given the reactants [Si:1]([O:8][C@H:9]1[CH:14](O)[N:13]([CH2:16][C:17]2[CH:22]=[CH:21][C:20]([O:23][CH3:24])=[CH:19][CH:18]=2)[C:12](=[O:25])[CH2:11][CH2:10]1)([C:4]([CH3:7])([CH3:6])[CH3:5])([CH3:3])[CH3:2].C([SiH](CC)CC)C, predict the reaction product. The product is: [Si:1]([O:8][C@H:9]1[CH2:14][N:13]([CH2:16][C:17]2[CH:22]=[CH:21][C:20]([O:23][CH3:24])=[CH:19][CH:18]=2)[C:12](=[O:25])[CH2:11][CH2:10]1)([C:4]([CH3:7])([CH3:6])[CH3:5])([CH3:3])[CH3:2]. (6) Given the reactants Cl.C(O[C:5]([C:7]1[CH:8]=[C:9]2[C:13](=[CH:14][CH:15]=1)[NH:12][N:11]=[C:10]2[C:16]1[CH:25]=[CH:24][C:23]2[C:18](=[CH:19][CH:20]=[C:21]([O:26][CH2:27][CH2:28][N:29]3[CH2:34]C[CH2:32][CH2:31][CH2:30]3)[CH:22]=2)[CH:17]=1)=[NH:6])C.[CH3:35][CH:36]([CH3:42])[CH2:37][C:38]([NH:40][NH2:41])=O.C(N(CC)CC)C, predict the reaction product. The product is: [CH2:37]([C:38]1[NH:40][N:41]=[C:5]([C:7]2[CH:8]=[C:9]3[C:13](=[CH:14][CH:15]=2)[NH:12][N:11]=[C:10]3[C:16]2[CH:25]=[CH:24][C:23]3[C:18](=[CH:19][CH:20]=[C:21]([O:26][CH2:27][CH2:28][N:29]4[CH2:34][CH2:32][CH2:31][CH2:30]4)[CH:22]=3)[CH:17]=2)[N:6]=1)[CH:36]([CH3:42])[CH3:35]. (7) Given the reactants [N+:1]([O-:4])(O)=[O:2].[Br:5][C:6]1[CH:11]=[CH:10][C:9]([O:12][CH3:13])=[CH:8][C:7]=1[CH:14]1[CH2:19][CH2:18][N:17]([CH3:20])[CH2:16][CH2:15]1.S(=O)(=O)(O)O.[OH-].[K+], predict the reaction product. The product is: [Br:5][C:6]1[CH:11]=[C:10]([N+:1]([O-:4])=[O:2])[C:9]([O:12][CH3:13])=[CH:8][C:7]=1[CH:14]1[CH2:15][CH2:16][N:17]([CH3:20])[CH2:18][CH2:19]1.